This data is from Full USPTO retrosynthesis dataset with 1.9M reactions from patents (1976-2016). The task is: Predict the reactants needed to synthesize the given product. (1) Given the product [Si:20]([O:1][C:2]1[CH:10]=[C:9]2[C:5]([CH:6]=[N:7][NH:8]2)=[CH:4][CH:3]=1)([C:17]([CH3:19])([CH3:18])[CH3:16])([CH3:22])[CH3:21], predict the reactants needed to synthesize it. The reactants are: [OH:1][C:2]1[CH:10]=[C:9]2[C:5]([CH:6]=[N:7][NH:8]2)=[CH:4][CH:3]=1.N1C=CN=C1.[CH3:16][C:17]([Si:20](Cl)([CH3:22])[CH3:21])([CH3:19])[CH3:18].O. (2) Given the product [Cl:1][C:2]1[C:3]([C:17]2[C:25]3[C:20](=[CH:21][CH:22]=[CH:23][CH:24]=3)[N:19]([S:26]([C:29]3[CH:34]=[CH:33][CH:32]=[CH:31][CH:30]=3)(=[O:28])=[O:27])[CH:18]=2)=[N:4][C:5]([NH:8][CH:9]2[CH2:12][C:11]3([CH2:13][CH:14]([NH:16][C:49](=[O:50])[C:48]4[CH:47]=[CH:46][C:45]([N+:42]([O-:44])=[O:43])=[CH:53][CH:52]=4)[CH2:15]3)[CH2:10]2)=[N:6][CH:7]=1, predict the reactants needed to synthesize it. The reactants are: [Cl:1][C:2]1[C:3]([C:17]2[C:25]3[C:20](=[CH:21][CH:22]=[CH:23][CH:24]=3)[N:19]([S:26]([C:29]3[CH:34]=[CH:33][CH:32]=[CH:31][CH:30]=3)(=[O:28])=[O:27])[CH:18]=2)=[N:4][C:5]([NH:8][CH:9]2[CH2:12][C:11]3([CH2:15][CH:14]([NH2:16])[CH2:13]3)[CH2:10]2)=[N:6][CH:7]=1.CCN(CC)CC.[N+:42]([C:45]1[CH:53]=[CH:52][C:48]([C:49](Cl)=[O:50])=[CH:47][CH:46]=1)([O-:44])=[O:43]. (3) Given the product [CH2:15]([O:14][C@H:13]1[C@H:12]([O:22][CH2:23][C:24]2[CH:29]=[CH:28][CH:27]=[CH:26][CH:25]=2)[C@@H:11]([O:30][CH2:31][C:32]2[CH:33]=[CH:34][CH:35]=[CH:36][CH:37]=2)[C:10]([C:40]2[CH:45]=[CH:44][C:43]([CH3:46])=[C:42]([CH2:47][C:48]3[CH:57]=[CH:56][C:51]4[O:52][CH2:53][CH2:54][O:55][C:50]=4[CH:49]=3)[CH:41]=2)([O:38][CH3:39])[O:9][C@@H:8]1[CH2:7][OH:6])[C:16]1[CH:17]=[CH:18][CH:19]=[CH:20][CH:21]=1, predict the reactants needed to synthesize it. The reactants are: C([Si](C)(C)[O:6][CH2:7][C@@H:8]1[C@@H:13]([O:14][CH2:15][C:16]2[CH:21]=[CH:20][CH:19]=[CH:18][CH:17]=2)[C@H:12]([O:22][CH2:23][C:24]2[CH:29]=[CH:28][CH:27]=[CH:26][CH:25]=2)[C@@H:11]([O:30][CH2:31][C:32]2[CH:37]=[CH:36][CH:35]=[CH:34][CH:33]=2)[C:10]([C:40]2[CH:45]=[CH:44][C:43]([CH3:46])=[C:42]([CH2:47][C:48]3[CH:57]=[CH:56][C:51]4[O:52][CH2:53][CH2:54][O:55][C:50]=4[CH:49]=3)[CH:41]=2)([O:38][CH3:39])[O:9]1)(C)(C)C.C(Cl)(C)=O. (4) Given the product [CH3:10][O:9][C:7]1[CH:6]=[C:5]([NH:11][C:12](=[O:14])[CH3:13])[CH:4]=[C:3]([O:2][CH3:1])[CH:8]=1, predict the reactants needed to synthesize it. The reactants are: [CH3:1][O:2][C:3]1[CH:4]=[C:5]([NH2:11])[CH:6]=[C:7]([O:9][CH3:10])[CH:8]=1.[C:12](OC(=O)C)(=[O:14])[CH3:13]. (5) Given the product [C:11]([O:9][C:5]1[CH:6]=[C:7]([CH3:8])[C:2]([Br:1])=[C:3]([CH3:10])[CH:4]=1)(=[O:13])[CH3:12], predict the reactants needed to synthesize it. The reactants are: [Br:1][C:2]1[C:7]([CH3:8])=[CH:6][C:5]([OH:9])=[CH:4][C:3]=1[CH3:10].[C:11](OC(=O)C)(=[O:13])[CH3:12]. (6) The reactants are: [CH:1]([C:4]1[C:5]([O:43]CC2C=CC(OC)=CC=2)=[CH:6][C:7]([O:33]CC2C=CC(OC)=CC=2)=[C:8]([C:10]2[N:11]([C:21]3[CH:26]=[CH:25][C:24]([N:27]4[CH2:32][CH2:31][O:30][CH2:29][CH2:28]4)=[CH:23][CH:22]=3)[C:12]([C:15]3[CH:16]=[N:17][CH:18]=[CH:19][CH:20]=3)=[CH:13][CH:14]=2)[CH:9]=1)([CH3:3])[CH3:2].Br. Given the product [CH:1]([C:4]1[CH:9]=[C:8]([C:10]2[N:11]([C:21]3[CH:22]=[CH:23][C:24]([N:27]4[CH2:28][CH2:29][O:30][CH2:31][CH2:32]4)=[CH:25][CH:26]=3)[C:12]([C:15]3[CH:16]=[N:17][CH:18]=[CH:19][CH:20]=3)=[CH:13][CH:14]=2)[C:7]([OH:33])=[CH:6][C:5]=1[OH:43])([CH3:3])[CH3:2], predict the reactants needed to synthesize it. (7) Given the product [CH3:42][O:44][C:6]1[CH:33]=[CH:32][C:9]2[N:10]=[C:11]([C:13]3[CH:18]=[CH:17][C:16]([N:19]4[CH2:24][CH2:23][N:22]([C:25]([O:27][C:28]([CH3:31])([CH3:30])[CH3:29])=[O:26])[CH2:21][CH2:20]4)=[N:15][CH:14]=3)[S:12][C:8]=2[CH:7]=1, predict the reactants needed to synthesize it. The reactants are: C(OC([C:6]1[CH:33]=[CH:32][C:9]2[N:10]=[C:11]([C:13]3[CH:14]=[N:15][C:16]([N:19]4[CH2:24][CH2:23][N:22]([C:25]([O:27][C:28]([CH3:31])([CH3:30])[CH3:29])=[O:26])[CH2:21][CH2:20]4)=[CH:17][CH:18]=3)[S:12][C:8]=2[CH:7]=1)=O)C.BrC1SC2C=[C:42]([O:44]C)C=CC=2N=1.